This data is from Forward reaction prediction with 1.9M reactions from USPTO patents (1976-2016). The task is: Predict the product of the given reaction. The product is: [Si:32]([O:19][C:15]1[CH:14]=[C:13]([C:11]2[N:12]=[C:7]([N:4]3[CH2:3][CH2:2][O:1][CH2:6][CH2:5]3)[C:8]3[S:22][CH:21]=[CH:20][C:9]=3[N:10]=2)[CH:18]=[CH:17][CH:16]=1)([C:29]([CH3:31])([CH3:30])[CH3:28])([CH3:34])[CH3:33]. Given the reactants [O:1]1[CH2:6][CH2:5][N:4]([C:7]2[C:8]3[S:22][CH:21]=[CH:20][C:9]=3[N:10]=[C:11]([C:13]3[CH:14]=[C:15]([OH:19])[CH:16]=[CH:17][CH:18]=3)[N:12]=2)[CH2:3][CH2:2]1.N1C=CN=C1.[CH3:28][C:29]([Si:32](Cl)([CH3:34])[CH3:33])([CH3:31])[CH3:30], predict the reaction product.